Dataset: Forward reaction prediction with 1.9M reactions from USPTO patents (1976-2016). Task: Predict the product of the given reaction. (1) Given the reactants CO[C:3]([C:5]1[N:6]=[CH:7][C:8]2[C:9](=[O:23])[N:10]([CH2:16][C:17]3[CH:22]=[CH:21][CH:20]=[CH:19][CH:18]=3)[CH:11]=[CH:12][C:13]=2[C:14]=1[OH:15])=[O:4].[C:24]([O:28][C:29](=[O:35])[N:30]([CH2:32][CH2:33][NH2:34])[CH3:31])([CH3:27])([CH3:26])[CH3:25], predict the reaction product. The product is: [C:24]([O:28][C:29](=[O:35])[N:30]([CH2:32][CH2:33][NH:34][C:3]([C:5]1[N:6]=[CH:7][C:8]2[C:9](=[O:23])[N:10]([CH2:16][C:17]3[CH:18]=[CH:19][CH:20]=[CH:21][CH:22]=3)[CH:11]=[CH:12][C:13]=2[C:14]=1[OH:15])=[O:4])[CH3:31])([CH3:27])([CH3:25])[CH3:26]. (2) Given the reactants [CH:1]([C:3]1[C:8]([OH:9])=[CH:7][CH:6]=[CH:5][C:4]=1[NH:10][C:11](=[O:17])[O:12][C:13]([CH3:16])([CH3:15])[CH3:14])=[O:2].[Cl-].Cl[CH2:20][C:21]1[C:22]([C:27]2[N:31]([CH:32]([CH3:34])[CH3:33])[N:30]=[CH:29][CH:28]=2)=[NH+:23][CH:24]=[CH:25][CH:26]=1.C(=O)([O-])[O-].[K+].[K+].O, predict the reaction product. The product is: [CH:1]([C:3]1[C:8]([O:9][CH2:20][C:21]2[C:22]([C:27]3[N:31]([CH:32]([CH3:34])[CH3:33])[N:30]=[CH:29][CH:28]=3)=[N:23][CH:24]=[CH:25][CH:26]=2)=[CH:7][CH:6]=[CH:5][C:4]=1[NH:10][C:11](=[O:17])[O:12][C:13]([CH3:14])([CH3:16])[CH3:15])=[O:2]. (3) Given the reactants C(O[C:4](=O)[NH:5][CH:6]1[CH2:11][CH2:10][N:9]([CH2:12][C:13]([OH:16])([CH3:15])[CH3:14])[CH2:8][CH2:7]1)C.[H-].[Al+3].[Li+].[H-].[H-].[H-].O.[OH-].[Na+], predict the reaction product. The product is: [CH3:15][C:13]([OH:16])([CH3:14])[CH2:12][N:9]1[CH2:10][CH2:11][CH:6]([NH:5][CH3:4])[CH2:7][CH2:8]1. (4) Given the reactants [Cl:1][C:2]1[C:3]([C:23]2[N:27]3[CH:28]=[CH:29][CH:30]=[CH:31][C:26]3=[N:25][CH:24]=2)=[N:4][C:5]([NH:8][C:9]2[CH:14]=[CH:13][C:12]([N:15]3[CH2:20][CH2:19][NH:18][CH2:17][CH2:16]3)=[CH:11][C:10]=2[O:21][CH3:22])=[N:6][CH:7]=1.Cl[C:33]([O:35][CH2:36][CH2:37][O:38][CH3:39])=[O:34], predict the reaction product. The product is: [Cl:1][C:2]1[C:3]([C:23]2[N:27]3[CH:28]=[CH:29][CH:30]=[CH:31][C:26]3=[N:25][CH:24]=2)=[N:4][C:5]([NH:8][C:9]2[CH:14]=[CH:13][C:12]([N:15]3[CH2:16][CH2:17][N:18]([C:33]([O:35][CH2:36][CH2:37][O:38][CH3:39])=[O:34])[CH2:19][CH2:20]3)=[CH:11][C:10]=2[O:21][CH3:22])=[N:6][CH:7]=1. (5) Given the reactants [NH2:1][C@@H:2]([CH2:13][C:14]1[CH:19]=[CH:18][CH:17]=[CH:16][CH:15]=1)[CH:3]([CH:5]1[NH:10][CH2:9][CH2:8][N:7]([CH3:11])[C:6]1=[O:12])[OH:4].[ClH:20].CN(C)CCCN=C=N[CH2:29][CH3:30].C(N(CC)CC)C.CN(C1C=CC=CN=1)C.O.[OH:49]N1C2C=CC=CC=2N=N1, predict the reaction product. The product is: [ClH:20].[CH2:13]([C@H:2]([NH:1][C:29](=[O:49])[CH3:30])[CH:3]([OH:4])[CH:5]1[C:6](=[O:12])[N:7]([CH3:11])[CH2:8][CH2:9][NH:10]1)[C:14]1[CH:19]=[CH:18][CH:17]=[CH:16][CH:15]=1. (6) Given the reactants [CH3:1][O:2][C:3]1[CH:11]=[C:10]2[C:6]([CH2:7][CH2:8][NH:9]2)=[CH:5][C:4]=1[N+:12]([O-:14])=[O:13].C(=O)([O-])[O-].[K+].[K+].Br[CH2:22][C:23](Cl)=[O:24].[CH3:26][NH:27][CH3:28], predict the reaction product. The product is: [CH3:26][N:27]([CH3:28])[CH2:22][C:23]([N:9]1[C:10]2[C:6](=[CH:5][C:4]([N+:12]([O-:14])=[O:13])=[C:3]([O:2][CH3:1])[CH:11]=2)[CH2:7][CH2:8]1)=[O:24]. (7) Given the reactants [CH:1]1([C:4]2[CH:26]=[N:25][C:7]3[N:8]([C:13]([O:15]C4C=CC([N+]([O-])=O)=CC=4)=O)[CH2:9][C:10](=[O:12])[NH:11][C:6]=3[CH:5]=2)[CH2:3][CH2:2]1.Cl.[NH2:28][CH:29]([C:34]1[CH:39]=[CH:38][C:37]([O:40][C:41]([F:44])([F:43])[F:42])=[CH:36][CH:35]=1)[C:30]([CH3:33])([OH:32])[CH3:31].C(N(CC)CC)C.O, predict the reaction product. The product is: [CH:1]1([C:4]2[CH:26]=[N:25][C:7]3[N:8]([C:13]([NH:28][CH:29]([C:34]4[CH:39]=[CH:38][C:37]([O:40][C:41]([F:42])([F:43])[F:44])=[CH:36][CH:35]=4)[C:30]([OH:32])([CH3:33])[CH3:31])=[O:15])[CH2:9][C:10](=[O:12])[NH:11][C:6]=3[CH:5]=2)[CH2:2][CH2:3]1. (8) Given the reactants C(OC([N:8]1[CH2:12][C@H:11]([CH2:13][OH:14])[C@@H:10]([CH2:15][C:16]2[CH:21]=[CH:20][CH:19]=[CH:18][CH:17]=2)[CH2:9]1)=O)(C)(C)C.[ClH:22].O1CCOCC1, predict the reaction product. The product is: [ClH:22].[CH2:15]([C@H:10]1[CH2:9][NH:8][CH2:12][C@@H:11]1[CH2:13][OH:14])[C:16]1[CH:21]=[CH:20][CH:19]=[CH:18][CH:17]=1. (9) Given the reactants [Cl:1][C:2]1[CH:7]=[CH:6][C:5]([C:8]2[CH:12]([C:13]3[CH:18]=[CH:17][CH:16]=[CH:15][CH:14]=3)[CH2:11][NH:10][N:9]=2)=[CH:4][CH:3]=1.[CH3:19][N:20]=[C:21]=[S:22], predict the reaction product. The product is: [Cl:1][C:2]1[CH:3]=[CH:4][C:5]([C:8]2[CH:12]([C:13]3[CH:14]=[CH:15][CH:16]=[CH:17][CH:18]=3)[CH2:11][N:10]([C:21](=[S:22])[NH:20][CH3:19])[N:9]=2)=[CH:6][CH:7]=1.